From a dataset of Full USPTO retrosynthesis dataset with 1.9M reactions from patents (1976-2016). Predict the reactants needed to synthesize the given product. Given the product [C:1]12([N:11]3[CH2:16][CH2:15][CH2:14][CH:13]([CH2:27][C:28]4[C:33]([Cl:34])=[CH:32][CH:31]=[CH:30][C:29]=4[Cl:35])[C:12]3=[O:17])[CH2:2][CH:3]3[CH2:4][CH:5]([CH2:6][CH:7]([CH2:9]3)[CH2:8]1)[CH2:10]2, predict the reactants needed to synthesize it. The reactants are: [C:1]12([N:11]3[CH2:16][CH2:15][CH2:14][CH2:13][C:12]3=[O:17])[CH2:10][CH:5]3[CH2:6][CH:7]([CH2:9][CH:3]([CH2:4]3)[CH2:2]1)[CH2:8]2.C([N-]C(C)C)(C)C.[Li+].Cl[CH2:27][C:28]1[C:33]([Cl:34])=[CH:32][CH:31]=[CH:30][C:29]=1[Cl:35].O.